From a dataset of Forward reaction prediction with 1.9M reactions from USPTO patents (1976-2016). Predict the product of the given reaction. (1) Given the reactants [F:1][C:2]([F:13])([F:12])[C:3]([N:5]1[CH2:10][CH2:9][CH:8]([NH2:11])[CH2:7][CH2:6]1)=[O:4].C(=O)([O-])[O-].[K+].[K+].[CH2:20](Br)[C:21]#[CH:22].Cl, predict the reaction product. The product is: [CH2:22]([NH:11][CH:8]1[CH2:9][CH2:10][N:5]([C:3](=[O:4])[C:2]([F:1])([F:12])[F:13])[CH2:6][CH2:7]1)[C:21]#[CH:20]. (2) Given the reactants C(NC(C)C)(C)C.[Li]CCCC.CCCCCC.[C:19]([O:24][CH3:25])(=[O:23])[CH:20]([CH3:22])[CH3:21].[N:26]1[CH:31]=[CH:30][CH:29]=[CH:28][C:27]=1[CH:32]=[O:33], predict the reaction product. The product is: [OH:33][CH:32]([C:27]1[CH:28]=[CH:29][CH:30]=[CH:31][N:26]=1)[C:20]([CH3:22])([CH3:21])[C:19]([O:24][CH3:25])=[O:23]. (3) Given the reactants C1CN([P+](ON2N=NC3C=CC=CC2=3)(N2CCCC2)N2CCCC2)CC1.F[P-](F)(F)(F)(F)F.C(N(CC)C(C)C)(C)C.[Cl:43][C:44]1[CH:45]=[CH:46][C:47]2[N:53]3[C:54]([CH:57]([CH3:59])[CH3:58])=[N:55][N:56]=[C:52]3[CH:51]([CH2:60][C:61]([OH:63])=O)[O:50][CH:49]([C:64]3[CH:69]=[CH:68][CH:67]=[C:66]([O:70][CH3:71])[C:65]=3[O:72][CH3:73])[C:48]=2[CH:74]=1.[OH:75][CH:76]1[CH2:81][CH2:80][NH:79][CH2:78][CH2:77]1, predict the reaction product. The product is: [Cl:43][C:44]1[CH:45]=[CH:46][C:47]2[N:53]3[C:54]([CH:57]([CH3:58])[CH3:59])=[N:55][N:56]=[C:52]3[CH:51]([CH2:60][C:61]([N:79]3[CH2:80][CH2:81][CH:76]([OH:75])[CH2:77][CH2:78]3)=[O:63])[O:50][CH:49]([C:64]3[CH:69]=[CH:68][CH:67]=[C:66]([O:70][CH3:71])[C:65]=3[O:72][CH3:73])[C:48]=2[CH:74]=1.